This data is from Catalyst prediction with 721,799 reactions and 888 catalyst types from USPTO. The task is: Predict which catalyst facilitates the given reaction. (1) Reactant: [NH2:1][C:2]1[CH:7]=[CH:6][C:5]([C:8]([CH3:12])([CH3:11])[C:9]#[N:10])=[C:4]([Br:13])[CH:3]=1.[CH3:14][O:15][C:16]1[CH:17]=[C:18]([CH:22]=[CH:23][C:24]=1[O:25][CH3:26])[C:19](Cl)=[O:20]. Product: [Br:13][C:4]1[CH:3]=[C:2]([NH:1][C:19](=[O:20])[C:18]2[CH:22]=[CH:23][C:24]([O:25][CH3:26])=[C:16]([O:15][CH3:14])[CH:17]=2)[CH:7]=[CH:6][C:5]=1[C:8]([C:9]#[N:10])([CH3:11])[CH3:12]. The catalyst class is: 17. (2) Reactant: CON(C)[C:4]([C:6]1[C:7]([C:17]2[CH:22]=[CH:21][C:20]([Cl:23])=[CH:19][CH:18]=2)=[N:8][S:9][C:10]=1[C:11]1[CH:16]=[CH:15][CH:14]=[CH:13][CH:12]=1)=[O:5].CC(C[AlH]CC(C)C)C.CC(O)C.C(=O)=O. Product: [Cl:23][C:20]1[CH:19]=[CH:18][C:17]([C:7]2[C:6]([CH:4]=[O:5])=[C:10]([C:11]3[CH:12]=[CH:13][CH:14]=[CH:15][CH:16]=3)[S:9][N:8]=2)=[CH:22][CH:21]=1. The catalyst class is: 1. (3) Reactant: [C:1]([C:3]([C:6]1[CH:7]=[C:8]([CH:21]=[CH:22][CH:23]=1)[C:9]([NH:11][C:12]1[CH:17]=[CH:16][CH:15]=[C:14]([N+:18]([O-])=O)[CH:13]=1)=[O:10])([CH3:5])[CH3:4])#[N:2].O1CCCC1. Product: [NH2:18][C:14]1[CH:13]=[C:12]([NH:11][C:9](=[O:10])[C:8]2[CH:21]=[CH:22][CH:23]=[C:6]([C:3]([C:1]#[N:2])([CH3:5])[CH3:4])[CH:7]=2)[CH:17]=[CH:16][CH:15]=1. The catalyst class is: 178.